Dataset: Tyrosyl-DNA phosphodiesterase HTS with 341,365 compounds. Task: Binary Classification. Given a drug SMILES string, predict its activity (active/inactive) in a high-throughput screening assay against a specified biological target. The compound is OC(CN1CCCCC1)Cn1c2c(c(c1)C=O)cccc2. The result is 0 (inactive).